From a dataset of Reaction yield outcomes from USPTO patents with 853,638 reactions. Predict the reaction yield, written as a fraction of the theoretical maximum amount of product (1.0 means a 100% yield; for example, 0.34 means a 34% yield). The reactants are [ClH:1].C(OCC)(=O)C.[Cl:8][C:9]1[N:10]=[C:11]([C:16]([NH:18][C@H:19]2[CH2:24][CH2:23][N:22]([C:25]3[S:26][C:27]([C:31]([NH:33][CH:34]4[CH2:39][CH2:38][N:37](C(OC(C)(C)C)=O)[CH2:36][CH2:35]4)=[O:32])=[C:28]([CH3:30])[N:29]=3)[CH2:21][C@H:20]2[O:47][CH3:48])=[O:17])[NH:12][C:13]=1[CH2:14][CH3:15]. The catalyst is CO. The product is [ClH:8].[ClH:1].[Cl:8][C:9]1[N:10]=[C:11]([C:16]([NH:18][C@H:19]2[CH2:24][CH2:23][N:22]([C:25]3[S:26][C:27]([C:31]([NH:33][CH:34]4[CH2:35][CH2:36][NH:37][CH2:38][CH2:39]4)=[O:32])=[C:28]([CH3:30])[N:29]=3)[CH2:21][C@H:20]2[O:47][CH3:48])=[O:17])[NH:12][C:13]=1[CH2:14][CH3:15]. The yield is 0.720.